Dataset: NCI-60 drug combinations with 297,098 pairs across 59 cell lines. Task: Regression. Given two drug SMILES strings and cell line genomic features, predict the synergy score measuring deviation from expected non-interaction effect. Drug 1: CN1C2=C(C=C(C=C2)N(CCCl)CCCl)N=C1CCCC(=O)O.Cl. Drug 2: CN(CCCl)CCCl.Cl. Cell line: MALME-3M. Synergy scores: CSS=5.36, Synergy_ZIP=-2.66, Synergy_Bliss=0.884, Synergy_Loewe=-8.47, Synergy_HSA=-1.24.